This data is from Full USPTO retrosynthesis dataset with 1.9M reactions from patents (1976-2016). The task is: Predict the reactants needed to synthesize the given product. (1) Given the product [NH:1]1[CH2:4][CH:3]([C:5]([OH:7])=[O:6])[CH2:2]1.[CH:5]([C:3]1[CH:2]=[CH:16][C:14]([C:13]#[N:12])=[CH:15][CH:4]=1)=[O:7], predict the reactants needed to synthesize it. The reactants are: [NH:1]1[CH2:4][CH:3]([C:5]([O:7]C(C)(C)C)=[O:6])[CH2:2]1.[NH:12]1[CH2:15][CH:14]([C:16](O)=O)[CH2:13]1.C1N=CN(C(N2C=NC=C2)=O)C=1.NO. (2) Given the product [CH:1]([N:4]1[C:13]2[C:8](=[C:9]([CH3:14])[CH:10]=[CH:11][CH:12]=2)[CH:7]=[C:6]([C:15]([OH:17])=[O:16])[C:5]1=[O:20])([CH3:3])[CH3:2], predict the reactants needed to synthesize it. The reactants are: [CH:1]([N:4]1[C:13]2[C:8](=[C:9]([CH3:14])[CH:10]=[CH:11][CH:12]=2)[CH:7]=[C:6]([C:15]([O:17]CC)=[O:16])[C:5]1=[O:20])([CH3:3])[CH3:2].[OH-].[Na+].Cl. (3) Given the product [C:4]([O:3][C:1]([N:8]1[CH2:13][CH2:12][N:11]([CH:18]([C:20]2[CH:25]=[CH:24][C:23]([I:26])=[CH:22][CH:21]=2)[CH3:19])[C:10](=[O:14])[CH2:9]1)=[O:2])([CH3:7])([CH3:6])[CH3:5], predict the reactants needed to synthesize it. The reactants are: [C:1]([N:8]1[CH2:13][CH2:12][NH:11][C:10](=[O:14])[CH2:9]1)([O:3][C:4]([CH3:7])([CH3:6])[CH3:5])=[O:2].[H-].[Na+].Br[CH:18]([C:20]1[CH:25]=[CH:24][C:23]([I:26])=[CH:22][CH:21]=1)[CH3:19]. (4) Given the product [OH:11][C@@:10]1([CH2:22][CH2:23][CH3:24])[CH2:9][CH2:8][N:7]([C:12]([O:14][CH2:15][C:16]2[CH:21]=[CH:20][CH:19]=[CH:18][CH:17]=2)=[O:13])[C@H:6]1[CH3:5], predict the reactants needed to synthesize it. The reactants are: [Cl-].[Ce+3].[Cl-].[Cl-].[CH3:5][C@H:6]1[C:10](=[O:11])[CH2:9][CH2:8][N:7]1[C:12]([O:14][CH2:15][C:16]1[CH:21]=[CH:20][CH:19]=[CH:18][CH:17]=1)=[O:13].[CH2:22]([Mg]Br)[CH2:23][CH3:24].C1COCC1. (5) Given the product [CH3:16][O:17][C:18](=[O:25])[CH:19]([O:9][C:4]1[CH:5]=[CH:6][CH:7]=[CH:8][C:3]=1[O:2][CH3:1])[C:20]([O:22][CH3:23])=[O:21], predict the reactants needed to synthesize it. The reactants are: [CH3:1][O:2][C:3]1[CH:8]=[CH:7][CH:6]=[CH:5][C:4]=1[OH:9].C(=O)([O-])[O-].[K+].[K+].[CH3:16][O:17][C:18](=[O:25])[CH:19](Cl)[C:20]([O:22][CH3:23])=[O:21].